Dataset: Peptide-MHC class I binding affinity with 185,985 pairs from IEDB/IMGT. Task: Regression. Given a peptide amino acid sequence and an MHC pseudo amino acid sequence, predict their binding affinity value. This is MHC class I binding data. (1) The peptide sequence is KIGEVIGPK. The MHC is HLA-B15:01 with pseudo-sequence HLA-B15:01. The binding affinity (normalized) is 0.0847. (2) The peptide sequence is APPTNPYNT. The MHC is Mamu-A01 with pseudo-sequence Mamu-A01. The binding affinity (normalized) is 0. (3) The peptide sequence is IIITLGVV. The MHC is H-2-Kb with pseudo-sequence H-2-Kb. The binding affinity (normalized) is 0.490. (4) The peptide sequence is ITGGRRTRR. The MHC is HLA-A03:01 with pseudo-sequence HLA-A03:01. The binding affinity (normalized) is 0.184. (5) The peptide sequence is FVFLALAGR. The MHC is HLA-A02:02 with pseudo-sequence HLA-A02:02. The binding affinity (normalized) is 0.367. (6) The peptide sequence is LILLECFVRSS. The MHC is H-2-Db with pseudo-sequence H-2-Db. The binding affinity (normalized) is 0. (7) The peptide sequence is TYYPQVVLG. The MHC is HLA-A30:01 with pseudo-sequence HLA-A30:01. The binding affinity (normalized) is 0.149.